This data is from Full USPTO retrosynthesis dataset with 1.9M reactions from patents (1976-2016). The task is: Predict the reactants needed to synthesize the given product. (1) Given the product [OH:26][C@H:6]1[C@H:5]([O:4][CH2:3][CH:2]([F:1])[F:33])[C:10]2[CH:11]=[CH:12][C:13]3[N:14]([CH3:19])[C:15]([CH3:18])=[N:16][C:17]=3[C:9]=2[O:8][C@@H:7]1[C:20]1[CH:21]=[CH:22][CH:23]=[CH:24][CH:25]=1, predict the reactants needed to synthesize it. The reactants are: [F:1][CH:2]([F:33])[CH2:3][O:4][C@@H:5]1[C:10]2[CH:11]=[CH:12][C:13]3[N:14]([CH3:19])[C:15]([CH3:18])=[N:16][C:17]=3[C:9]=2[O:8][C@H:7]([C:20]2[CH:25]=[CH:24][CH:23]=[CH:22][CH:21]=2)[C@H:6]1[O:26]C(=O)C(C)(C)C.C(=O)([O-])[O-].[K+].[K+]. (2) Given the product [NH2:9][C:3]1[C:2]([O:28][CH2:29][CH3:30])([O:1][CH2:17][CH3:27])[CH:7]=[CH:6][S:5][CH:4]=1, predict the reactants needed to synthesize it. The reactants are: [O:1]=[C:2]1[CH2:7][CH2:6][S:5][CH2:4][CH2:3]1.Cl.[NH2:9]O.C(=O)([O-])[O-].[K+].[K+].[C:17]1([CH3:27])C=CC(S(Cl)(=O)=O)=CC=1.[O-:28][CH2:29][CH3:30].[K+]. (3) Given the product [NH2:1][C:2]1[CH:9]=[CH:8][C:7]([C:10]2[N:15]=[C:14]3[NH:16][N:17]=[C:18]([C:19]4[CH:20]=[N:21][CH:22]=[CH:23][CH:24]=4)[C:13]3=[C:12]([CH:31]([F:33])[F:32])[CH:11]=2)=[CH:6][C:3]=1[C:4]#[N:5], predict the reactants needed to synthesize it. The reactants are: [NH2:1][C:2]1[CH:9]=[CH:8][C:7]([C:10]2[N:15]=[C:14]3[N:16](C4CCCCO4)[N:17]=[C:18]([C:19]4[CH:20]=[N:21][CH:22]=[CH:23][CH:24]=4)[C:13]3=[C:12]([CH:31]([F:33])[F:32])[CH:11]=2)=[CH:6][C:3]=1[C:4]#[N:5].O1CCOCC1.CC(C)=O.Cl.C(=O)([O-])O.[Na+]. (4) Given the product [F:31][C:28]([F:29])([F:30])[C:26]1[CH:25]=[C:5]([CH:4]=[C:3]([C:2]([F:1])([F:32])[F:33])[CH:27]=1)[C:6]([N:8]1[CH2:9][CH2:10][C:11]2([C:15](=[O:16])[N:14]([CH3:34])[CH2:13][CH:12]2[C:17]2[CH:18]=[CH:19][CH:20]=[CH:21][CH:22]=2)[CH2:23][CH2:24]1)=[O:7], predict the reactants needed to synthesize it. The reactants are: [F:1][C:2]([F:33])([F:32])[C:3]1[CH:4]=[C:5]([CH:25]=[C:26]([C:28]([F:31])([F:30])[F:29])[CH:27]=1)[C:6]([N:8]1[CH2:24][CH2:23][C:11]2([C:15](=[O:16])[NH:14][CH2:13][CH:12]2[C:17]2[CH:22]=[CH:21][CH:20]=[CH:19][CH:18]=2)[CH2:10][CH2:9]1)=[O:7].[CH3:34]I. (5) Given the product [O:12]1[C:16]2[CH:17]=[CH:18][CH:19]=[CH:20][C:15]=2[N:14]=[C:13]1[C:21]1[C:22]([NH2:39])=[N:23][CH:24]=[C:25]([C:27]2[CH:28]=[N:29][N:30]([CH:32]3[CH2:33][CH2:34][N+:35]([CH3:38])([O-:9])[CH2:36][CH2:37]3)[CH:31]=2)[CH:26]=1, predict the reactants needed to synthesize it. The reactants are: ClC1C=C(C(OO)=[O:9])C=CC=1.[O:12]1[C:16]2[CH:17]=[CH:18][CH:19]=[CH:20][C:15]=2[N:14]=[C:13]1[C:21]1[C:22]([NH2:39])=[N:23][CH:24]=[C:25]([C:27]2[CH:28]=[N:29][N:30]([CH:32]3[CH2:37][CH2:36][N:35]([CH3:38])[CH2:34][CH2:33]3)[CH:31]=2)[CH:26]=1. (6) The reactants are: [F:1][C:2]1[CH:7]=[C:6]([I:8])[CH:5]=[CH:4][C:3]=1[NH:9][C:10]1[CH:18]=[N:17][CH:16]=[CH:15][C:11]=1[C:12]([OH:14])=O.[CH:19]1([NH2:23])[CH2:22][CH2:21][CH2:20]1. Given the product [CH:19]1([NH:23][C:12](=[O:14])[C:11]2[CH:15]=[CH:16][N:17]=[CH:18][C:10]=2[NH:9][C:3]2[CH:4]=[CH:5][C:6]([I:8])=[CH:7][C:2]=2[F:1])[CH2:22][CH2:21][CH2:20]1, predict the reactants needed to synthesize it. (7) Given the product [CH2:2]([NH:4][C:5]([NH:7][C:8]1[CH:9]=[CH:10][C:11]([C:14]2[N:15]=[C:16]([N:24]3[CH2:29][CH2:28][O:27][CH2:26][C@@H:25]3[CH3:30])[C:17]3[CH2:23][CH2:22][N:21]([CH2:32][CH2:33][CH2:34][O:35][CH3:36])[CH2:20][C:18]=3[N:19]=2)=[CH:12][CH:13]=1)=[O:6])[CH3:3], predict the reactants needed to synthesize it. The reactants are: Cl.[CH2:2]([NH:4][C:5]([NH:7][C:8]1[CH:13]=[CH:12][C:11]([C:14]2[N:15]=[C:16]([N:24]3[CH2:29][CH2:28][O:27][CH2:26][C@@H:25]3[CH3:30])[C:17]3[CH2:23][CH2:22][NH:21][CH2:20][C:18]=3[N:19]=2)=[CH:10][CH:9]=1)=[O:6])[CH3:3].Br[CH2:32][CH2:33][CH2:34][O:35][CH3:36]. (8) Given the product [F:1][C:2]1[CH:10]=[CH:9][CH:8]=[C:7]2[C:3]=1[C:4]([C:11]([O:13][CH3:14])=[O:12])=[CH:5][N:6]2[CH2:18][C:19]1[CH:24]=[CH:23][C:22]([C:25]2[CH:26]=[N:27][N:28]([CH3:30])[CH:29]=2)=[CH:21][C:20]=1[F:31], predict the reactants needed to synthesize it. The reactants are: [F:1][C:2]1[CH:10]=[CH:9][CH:8]=[C:7]2[C:3]=1[C:4]([C:11]([O:13][CH3:14])=[O:12])=[CH:5][NH:6]2.[H-].[Na+].Cl[CH2:18][C:19]1[CH:24]=[CH:23][C:22]([C:25]2[CH:26]=[N:27][N:28]([CH3:30])[CH:29]=2)=[CH:21][C:20]=1[F:31].